This data is from Forward reaction prediction with 1.9M reactions from USPTO patents (1976-2016). The task is: Predict the product of the given reaction. (1) Given the reactants [C:1]([Li:5])([CH3:4])([CH3:3])[CH3:2].Br[C:7]1[CH:12]=[CH:11][C:10]([CH3:13])=[CH:9][CH:8]=1.[CH3:14][C:15]1(C)CC=C(OS(C(F)(F)F)(=O)=O)[C:21]2[CH:20]=[C:19](/[CH:33]=[CH:34]/[C:35]3[CH:45]=[CH:44][C:38]([C:39]([O:41][CH2:42][CH3:43])=[O:40])=[CH:37][CH:36]=3)[CH:18]=[CH:17][C:16]1=2, predict the reaction product. The product is: [Li:5][C:7]1[CH:12]=[CH:11][C:10]([CH3:13])=[CH:9][CH:8]=1.[CH3:2][C:1]1([CH3:4])[CH2:14][CH:15]=[C:16]([C:7]2[CH:12]=[CH:11][C:10]([CH3:13])=[CH:9][CH:8]=2)[C:17]2[CH:18]=[C:19](/[CH:33]=[CH:34]/[C:35]3[CH:45]=[CH:44][C:38]([C:39]([O:41][CH2:42][CH3:43])=[O:40])=[CH:37][CH:36]=3)[CH:20]=[CH:21][C:3]1=2. (2) Given the reactants B.C1COCC1.[N:7]1[CH:12]=[CH:11][CH:10]=[C:9]([NH:13][C:14]([CH:16]2[NH:21][CH2:20][CH2:19][N:18]([C:22]([O:24][C:25]([CH3:28])([CH3:27])[CH3:26])=[O:23])[CH2:17]2)=O)[CH:8]=1, predict the reaction product. The product is: [N:7]1[CH:12]=[CH:11][CH:10]=[C:9]([NH:13][CH2:14][CH:16]2[NH:21][CH2:20][CH2:19][N:18]([C:22]([O:24][C:25]([CH3:28])([CH3:27])[CH3:26])=[O:23])[CH2:17]2)[CH:8]=1. (3) Given the reactants [NH:1]1[C:5]2[CH:6]=[CH:7][CH:8]=[CH:9][C:4]=2[N:3]=[C:2]1[CH2:10][NH:11][C:12]1[CH:17]=[CH:16][C:15]([S:18]([NH:21][C:22]2[N:27]=[C:26]([CH3:28])[CH:25]=[C:24]([CH3:29])[N:23]=2)(=[O:20])=[O:19])=[CH:14][CH:13]=1.[C:30](Cl)(=[O:32])[CH3:31], predict the reaction product. The product is: [NH:1]1[C:5]2[CH:6]=[CH:7][CH:8]=[CH:9][C:4]=2[N:3]=[C:2]1[CH2:10][N:11]([C:12]1[CH:17]=[CH:16][C:15]([S:18](=[O:20])(=[O:19])[NH:21][C:22]2[N:23]=[C:24]([CH3:29])[CH:25]=[C:26]([CH3:28])[N:27]=2)=[CH:14][CH:13]=1)[C:30](=[O:32])[CH3:31]. (4) The product is: [CH2:1]([N:3]([CH2:6][C:7]1[S:11][C:10]([C:12]2[O:16][N:15]=[C:14]([C:17]3[CH:22]=[CH:21][C:20]([CH2:23][CH2:24][NH2:31])=[CH:19][CH:18]=3)[N:13]=2)=[CH:9][C:8]=1[CH3:30])[CH2:4][CH3:5])[CH3:2]. Given the reactants [CH2:1]([N:3]([CH2:6][C:7]1[S:11][C:10]([C:12]2[O:16][N:15]=[C:14]([C:17]3[CH:22]=[CH:21][C:20]([CH2:23][CH2:24]OS(C)(=O)=O)=[CH:19][CH:18]=3)[N:13]=2)=[CH:9][C:8]=1[CH3:30])[CH2:4][CH3:5])[CH3:2].[NH3:31], predict the reaction product. (5) The product is: [Br:1][C:2]1[CH:7]=[C:6]([CH2:8][C:9]2[CH:10]=[CH:11][C:12]([O:15][CH2:16][CH3:17])=[CH:13][CH:14]=2)[C:5]([Cl:18])=[CH:4][C:3]=1[CH2:19][CH2:20][CH2:21][OH:22]. Given the reactants [Br:1][C:2]1[CH:7]=[C:6]([CH2:8][C:9]2[CH:14]=[CH:13][C:12]([O:15][CH2:16][CH3:17])=[CH:11][CH:10]=2)[C:5]([Cl:18])=[CH:4][C:3]=1[CH2:19][CH2:20][C:21](O)=[O:22].S(C)C, predict the reaction product. (6) Given the reactants [CH2:1]1[C:12]2[C:11]3[CH:10]=[CH:9][CH:8]=[C:7]([CH2:13][NH2:14])[C:6]=3[NH:5][C:4]=2[CH2:3][CH2:2]1.N1C=CC=CC=1.[Cl:21][CH2:22][C:23](Cl)=[O:24].O, predict the reaction product. The product is: [Cl:21][CH2:22][C:23]([NH:14][CH2:13][C:7]1[C:6]2[NH:5][C:4]3[CH2:3][CH2:2][CH2:1][C:12]=3[C:11]=2[CH:10]=[CH:9][CH:8]=1)=[O:24].